From a dataset of Peptide-MHC class I binding affinity with 185,985 pairs from IEDB/IMGT. Regression. Given a peptide amino acid sequence and an MHC pseudo amino acid sequence, predict their binding affinity value. This is MHC class I binding data. (1) The binding affinity (normalized) is 0. The peptide sequence is ELVNQIIEQL. The MHC is HLA-A30:02 with pseudo-sequence HLA-A30:02. (2) The peptide sequence is SRALLLNKY. The MHC is HLA-B73:01 with pseudo-sequence HLA-B73:01. The binding affinity (normalized) is 0.0847. (3) The binding affinity (normalized) is 0. The MHC is HLA-A02:01 with pseudo-sequence HLA-A02:01. The peptide sequence is QGWKGSPAI. (4) The peptide sequence is KEVAETQHG. The MHC is HLA-B44:02 with pseudo-sequence HLA-B44:02. The binding affinity (normalized) is 0.299. (5) The peptide sequence is RAVKLYRKL. The MHC is HLA-A02:02 with pseudo-sequence HLA-A02:02. The binding affinity (normalized) is 0. (6) The peptide sequence is MSDIFASEV. The MHC is HLA-C05:01 with pseudo-sequence HLA-C05:01. The binding affinity (normalized) is 1.00. (7) The peptide sequence is YMYRVWSPL. The MHC is HLA-A32:15 with pseudo-sequence YFAMYRNNVAHTDESIAYIMYQDYTWAVLAYTWY. The binding affinity (normalized) is 0.442.